From a dataset of Forward reaction prediction with 1.9M reactions from USPTO patents (1976-2016). Predict the product of the given reaction. (1) Given the reactants [CH2:1]([O:8][C:9]1[CH:14]=[CH:13][C:12]([N+:15]([O-])=O)=[CH:11][C:10]=1[C:18]1[C:19]2[CH:28]=[CH:27][NH:26][C:20]=2[C:21](=[O:25])[N:22]([CH3:24])[CH:23]=1)[C:2]1[CH:7]=[CH:6][CH:5]=[CH:4][CH:3]=1.CN1C=C(C2C=C([N+]([O-])=O)C=CC=2OC2C=CC=CC=2)C2C=CNC=2C1=O, predict the reaction product. The product is: [NH2:15][C:12]1[CH:13]=[CH:14][C:9]([O:8][CH2:1][C:2]2[CH:3]=[CH:4][CH:5]=[CH:6][CH:7]=2)=[C:10]([C:18]2[C:19]3[CH:28]=[CH:27][NH:26][C:20]=3[C:21](=[O:25])[N:22]([CH3:24])[CH:23]=2)[CH:11]=1. (2) Given the reactants [Cl:1][C:2]1[C:3]2[CH:11]=[CH:10][NH:9][C:4]=2[N:5]=[C:6]([CH3:8])[N:7]=1.C(=O)([O-])[O-].[K+].[K+].[CH2:18]([O:20][C:21](=[O:26])[CH2:22][CH2:23][CH2:24]Br)[CH3:19], predict the reaction product. The product is: [CH2:18]([O:20][C:21](=[O:26])[CH2:22][CH2:23][CH2:24][N:9]1[C:4]2[N:5]=[C:6]([CH3:8])[N:7]=[C:2]([Cl:1])[C:3]=2[CH:11]=[CH:10]1)[CH3:19]. (3) Given the reactants COC1C=C(OC)C=CC=1C[N:6]1[C:10](=[O:11])[N:9]([CH2:12][CH2:13][C:14]#[N:15])[N:8]=[C:7]1[C:16]1[C:24]2[C:19](=[N:20][CH:21]=[CH:22][CH:23]=2)[N:18]([CH2:25][C:26]2[CH:31]=[CH:30][CH:29]=[CH:28][C:27]=2[F:32])[N:17]=1.S(=O)(=O)(O)[OH:40].[OH-].[Na+], predict the reaction product. The product is: [F:32][C:27]1[CH:28]=[CH:29][CH:30]=[CH:31][C:26]=1[CH2:25][N:18]1[C:19]2=[N:20][CH:21]=[CH:22][CH:23]=[C:24]2[C:16]([C:7]2[NH:6][C:10](=[O:11])[N:9]([CH2:12][CH2:13][C:14]([NH2:15])=[O:40])[N:8]=2)=[N:17]1. (4) Given the reactants [CH3:1][S:2]([C:5]1[N:10]=[CH:9][C:8]([N:11]2[CH2:16][C:15]3([CH2:21][CH2:20][NH:19][CH2:18][CH2:17]3)[O:14][CH2:13][CH2:12]2)=[CH:7][CH:6]=1)(=[O:4])=[O:3].[CH3:22][C:23]1[C:31]([C@@H:32]2[CH2:34][O:33]2)=[CH:30][CH:29]=[C:28]2[C:24]=1[CH2:25][O:26][C:27]2=[O:35], predict the reaction product. The product is: [OH:33][C@H:32]([C:31]1[C:23]([CH3:22])=[C:24]2[C:28](=[CH:29][CH:30]=1)[C:27](=[O:35])[O:26][CH2:25]2)[CH2:34][N:19]1[CH2:20][CH2:21][C:15]2([O:14][CH2:13][CH2:12][N:11]([C:8]3[CH:9]=[N:10][C:5]([S:2]([CH3:1])(=[O:3])=[O:4])=[CH:6][CH:7]=3)[CH2:16]2)[CH2:17][CH2:18]1. (5) Given the reactants [C:1]([O:8]CC)(=O)[C:2]([O:4][CH2:5][CH3:6])=[O:3].[CH3:11][NH:12]C(O)C, predict the reaction product. The product is: [CH3:11][N:12]1[CH2:6][CH2:5][O:4][C:2](=[O:3])[C:1]1=[O:8]. (6) Given the reactants C([Si](C)(C)[O:6][CH2:7][CH2:8][CH2:9][CH2:10][N:11]1[CH:16]=[CH:15][C:14]([C:17]2[CH:22]=[CH:21][CH:20]=[CH:19][C:18]=2[F:23])=[N:13][C:12]1=[O:24])(C)(C)C, predict the reaction product. The product is: [F:23][C:18]1[CH:19]=[CH:20][CH:21]=[CH:22][C:17]=1[C:14]1[CH:15]=[CH:16][N:11]([CH2:10][CH2:9][CH2:8][CH2:7][OH:6])[C:12](=[O:24])[N:13]=1. (7) Given the reactants [C:1]([NH:4][CH:5]1[CH2:10][CH2:9][NH:8][CH2:7][CH2:6]1)(=[O:3])[CH3:2].C(=O)(O)[O-].[Na+].Cl[C:17]([O:19][CH2:20][CH3:21])=[O:18], predict the reaction product. The product is: [C:1]([NH:4][CH:5]1[CH2:10][CH2:9][N:8]([C:17]([O:19][CH2:20][CH3:21])=[O:18])[CH2:7][CH2:6]1)(=[O:3])[CH3:2]. (8) Given the reactants [C:1]([O:5][C:6](=[O:19])[NH:7][C@@H:8]([C@@H:16]1[CH2:18][O:17]1)[CH2:9][C:10]1[CH:15]=[CH:14][CH:13]=[CH:12][CH:11]=1)([CH3:4])([CH3:3])[CH3:2].[OH:20][CH2:21][C@@H:22]1[CH2:26][CH2:25][CH2:24][NH:23]1, predict the reaction product. The product is: [C:1]([O:5][C:6](=[O:19])[NH:7][C@H:8]([CH2:9][C:10]1[CH:15]=[CH:14][CH:13]=[CH:12][CH:11]=1)[C@@H:16]([OH:17])[CH2:18][N:23]1[CH2:24][CH2:25][CH2:26][C@H:22]1[CH2:21][OH:20])([CH3:4])([CH3:3])[CH3:2].